From a dataset of Forward reaction prediction with 1.9M reactions from USPTO patents (1976-2016). Predict the product of the given reaction. (1) Given the reactants [CH3:1][N:2]1[C:16]2[C:11](=[CH:12][CH:13]=[CH:14][CH:15]=2)[C:4]([CH2:5][C@@H:6]([C:8]([OH:10])=[O:9])[NH2:7])=[CH:3]1.[C:17](=[O:20])([O-])O.[Na+].O, predict the reaction product. The product is: [CH3:1][N:2]1[C:16]2[C:11](=[CH:12][CH:13]=[CH:14][CH:15]=2)[C:4]([CH2:5][C@@H:6]([C:8]([OH:10])=[O:9])[NH:7][C:17](=[O:20])[CH:3]=[CH:4][C:11]2[CH:16]=[CH:15][CH:14]=[CH:13][CH:12]=2)=[CH:3]1. (2) Given the reactants [CH:1]1([C:4]([C:6]2[CH:11]=[CH:10][CH:9]=[C:8]([O:12][CH3:13])[CH:7]=2)=[O:5])[CH2:3][CH2:2]1.Br.BrC[C:17]1[C:22]([CH3:23])=[CH:21][CH:20]=[CH:19][C:18]=1[N:24]1[C:28](=[O:29])[N:27]([CH3:30])[N:26]=[N:25]1.C(=O)([O-])[O-].[K+].[K+], predict the reaction product. The product is: [CH:1]1([C:4]([C:6]2[CH:7]=[C:8]([CH:9]=[CH:10][CH:11]=2)[O:12][CH2:13][C:17]2[C:22]([CH3:23])=[CH:21][CH:20]=[CH:19][C:18]=2[N:24]2[C:28](=[O:29])[N:27]([CH3:30])[N:26]=[N:25]2)=[O:5])[CH2:2][CH2:3]1. (3) Given the reactants [CH2:1]([O:3][C:4](=[O:13])[C:5]1[CH:10]=[CH:9][C:8]([OH:11])=[CH:7][C:6]=1[Cl:12])[CH3:2].C(=O)([O-])[O-].[K+].[K+].Br[CH2:21][C:22]1[CH:27]=[CH:26][CH:25]=[CH:24][CH:23]=1, predict the reaction product. The product is: [CH2:1]([O:3][C:4](=[O:13])[C:5]1[CH:10]=[CH:9][C:8]([O:11][CH2:21][C:22]2[CH:27]=[CH:26][CH:25]=[CH:24][CH:23]=2)=[CH:7][C:6]=1[Cl:12])[CH3:2]. (4) Given the reactants [CH2:1]([O:3][C:4]1[CH:11]=[CH:10][C:7]([CH2:8][Cl:9])=[CH:6][CH:5]=1)[CH3:2].S(Cl)(Cl)=O.[CH2:16](OC1C=CC(CO)=CC=1)[CH2:17][CH2:18][CH2:19][CH2:20][CH2:21]CC, predict the reaction product. The product is: [CH2:1]([O:3][C:4]1[CH:11]=[CH:10][C:7]([CH2:8][Cl:9])=[CH:6][CH:5]=1)[CH2:2][CH2:16][CH2:17][CH2:18][CH2:19][CH2:20][CH3:21]. (5) Given the reactants F[C:2](F)(F)[C:3](O)=O.C(O[C:13]1[NH:14][C:15]([NH2:24])=[C:16]2[C:20]([N:21]=1)=[N:19][C:18]([O:22][CH3:23])=[N:17]2)CCC.[C:25](=O)([O-])[O-].[K+].[K+].Br[CH2:32][CH2:33][CH2:34][CH2:35][CH:36]1[CH2:40][CH2:39][CH2:38][O:37]1.C[N:42]([CH:44]=O)C, predict the reaction product. The product is: [CH2:44]([NH:42][C:13]1[N:21]=[C:20]2[C:16]([N:17]=[C:18]([O:22][CH3:23])[N:19]2[CH2:32][CH2:33][CH2:34][CH2:35][CH:36]2[CH2:40][CH2:39][CH2:38][O:37]2)=[C:15]([NH2:24])[N:14]=1)[CH2:25][CH2:2][CH3:3]. (6) Given the reactants [CH2:1]([O:8][C:9]1[CH:10]=[C:11]([CH:24]=[CH:25][C:26]=1[O:27][CH2:28][C:29]1[CH:34]=[CH:33][CH:32]=[CH:31][CH:30]=1)[C:12]1[O:13][C:14]2[C:19]([C:20](=[O:22])[CH:21]=1)=[CH:18][CH:17]=[C:16]([OH:23])[CH:15]=2)[C:2]1[CH:7]=[CH:6][CH:5]=[CH:4][CH:3]=1.[Br:35][CH:36](Br)[CH3:37].C(=O)([O-])[O-].[K+].[K+].[K+].[Br-], predict the reaction product. The product is: [Br:35][CH2:36][CH2:37][O:23][C:16]1[CH:15]=[C:14]2[C:19]([C:20](=[O:22])[CH:21]=[C:12]([C:11]3[CH:24]=[CH:25][C:26]([O:27][CH2:28][C:29]4[CH:34]=[CH:33][CH:32]=[CH:31][CH:30]=4)=[C:9]([O:8][CH2:1][C:2]4[CH:3]=[CH:4][CH:5]=[CH:6][CH:7]=4)[CH:10]=3)[O:13]2)=[CH:18][CH:17]=1.